Task: Predict the product of the given reaction.. Dataset: Forward reaction prediction with 1.9M reactions from USPTO patents (1976-2016) Given the reactants [CH3:1][N:2]1[C:6]([C:7]2[CH:16]=[CH:15][CH:14]=[C:13]3[C:8]=2[CH:9]=[CH:10][C:11]([CH3:17])=[N:12]3)=[N:5][NH:4][C:3]1=[S:18].Br[CH2:20][CH2:21][CH2:22][CH2:23][Cl:24].[H-].[Na+].C(OCC)(=O)C, predict the reaction product. The product is: [Cl:24][CH2:23][CH2:22][CH2:21][CH2:20][S:18][C:3]1[N:2]([CH3:1])[C:6]([C:7]2[CH:16]=[CH:15][CH:14]=[C:13]3[C:8]=2[CH:9]=[CH:10][C:11]([CH3:17])=[N:12]3)=[N:5][N:4]=1.